This data is from Catalyst prediction with 721,799 reactions and 888 catalyst types from USPTO. The task is: Predict which catalyst facilitates the given reaction. (1) Reactant: [CH3:1][N:2]([CH:16]1[C:20]2([CH2:24][CH2:23][CH2:22][CH2:21]2)[CH2:19][NH:18][CH2:17]1)[C:3]1[CH:8]=[CH:7][N:6]=[C:5]([NH:9][C:10]2[CH:11]=[N:12][N:13]([CH3:15])[CH:14]=2)[N:4]=1.[C:25](O)(=[O:28])[CH:26]=[CH2:27].CN(C(ON1N=NC2C=CC=NC1=2)=[N+](C)C)C.F[P-](F)(F)(F)(F)F.CCN(CC)CC. Product: [CH3:1][N:2]([C:3]1[CH:8]=[CH:7][N:6]=[C:5]([NH:9][C:10]2[CH:11]=[N:12][N:13]([CH3:15])[CH:14]=2)[N:4]=1)[CH:16]1[C:20]2([CH2:24][CH2:23][CH2:22][CH2:21]2)[CH2:19][N:18]([C:25](=[O:28])[CH:26]=[CH2:27])[CH2:17]1. The catalyst class is: 2. (2) Reactant: C(O)C.[ClH:4].C(O)C.[CH3:8][N:9]1[C:18]2[C:13](=[CH:14][C:15]([O:19][CH2:20][CH2:21][N:22]([CH2:30][CH2:31][C:32]3[CH:33]=[N:34][CH:35]=[CH:36][CH:37]=3)[CH2:23][C:24]3[CH:25]=[N:26][CH:27]=[CH:28][CH:29]=3)=[CH:16][CH:17]=2)[CH:12]=[CH:11][C:10]1=[O:38]. Product: [ClH:4].[ClH:4].[ClH:4].[CH3:8][N:9]1[C:18]2[C:13](=[CH:14][C:15]([O:19][CH2:20][CH2:21][N:22]([CH2:30][CH2:31][C:32]3[CH:33]=[N:34][CH:35]=[CH:36][CH:37]=3)[CH2:23][C:24]3[CH:25]=[N:26][CH:27]=[CH:28][CH:29]=3)=[CH:16][CH:17]=2)[CH:12]=[CH:11][C:10]1=[O:38]. The catalyst class is: 13. (3) Reactant: [OH:1][N:2]1[C:6](=[O:7])[C:5]2=[CH:8][CH:9]=[CH:10][CH:11]=[C:4]2[C:3]1=[O:12].CCN(CC)CC.Br[CH2:21][CH:22]1[CH2:27][CH2:26][CH2:25][CH2:24][CH2:23]1. Product: [CH:22]1([CH2:21][O:1][N:2]2[C:3](=[O:12])[C:4]3=[CH:11][CH:10]=[CH:9][CH:8]=[C:5]3[C:6]2=[O:7])[CH2:27][CH2:26][CH2:25][CH2:24][CH2:23]1. The catalyst class is: 3. (4) Reactant: [CH3:1][O:2][C:3]([C:5]1([O:9][C:10]2[CH:15]=[CH:14][C:13]([Cl:16])=[CH:12][C:11]=2/[CH:17]=[C:18]2\[C:19](=[O:28])[NH:20][C:21]3[C:26]\2=[CH:25][CH:24]=[C:23]([Cl:27])[CH:22]=3)[CH2:8][CH2:7][CH2:6]1)=[O:4].[C:29]([O:33][C:34](O[C:34]([O:33][C:29]([CH3:32])([CH3:31])[CH3:30])=[O:35])=[O:35])([CH3:32])([CH3:31])[CH3:30]. Product: [C:29]([O:33][C:34]([N:20]1[C:21]2[C:26](=[CH:25][CH:24]=[C:23]([Cl:27])[CH:22]=2)[C:18](=[CH:17][C:11]2[CH:12]=[C:13]([Cl:16])[CH:14]=[CH:15][C:10]=2[O:9][C:5]2([C:3]([O:2][CH3:1])=[O:4])[CH2:8][CH2:7][CH2:6]2)[C:19]1=[O:28])=[O:35])([CH3:32])([CH3:31])[CH3:30]. The catalyst class is: 112.